Dataset: Forward reaction prediction with 1.9M reactions from USPTO patents (1976-2016). Task: Predict the product of the given reaction. (1) Given the reactants [CH3:1][O:2][CH2:3][C:4]1[CH:9]=[C:8]([C:10]2[O:14][N:13]=[C:12]([C:15]3[CH:16]=[CH:17][C:18]([CH2:21][N:22]([CH3:31])[CH2:23][C:24]([O:26]C(C)(C)C)=[O:25])=[N:19][CH:20]=3)[N:11]=2)[CH:7]=[CH:6][C:5]=1[C:32]1[CH:37]=[CH:36][CH:35]=[CH:34][C:33]=1[CH3:38].Cl, predict the reaction product. The product is: [CH3:1][O:2][CH2:3][C:4]1[CH:9]=[C:8]([C:10]2[O:14][N:13]=[C:12]([C:15]3[CH:16]=[CH:17][C:18]([CH2:21][N:22]([CH3:31])[CH2:23][C:24]([OH:26])=[O:25])=[N:19][CH:20]=3)[N:11]=2)[CH:7]=[CH:6][C:5]=1[C:32]1[CH:37]=[CH:36][CH:35]=[CH:34][C:33]=1[CH3:38]. (2) Given the reactants C[Mg]I.[Br:4][C:5]1[CH:12]=[CH:11][C:8](C#N)=[C:7]([Cl:13])[CH:6]=1.Cl.C([O:17][CH2:18][CH3:19])C, predict the reaction product. The product is: [Br:4][C:5]1[CH:12]=[CH:11][C:8]([C:18](=[O:17])[CH3:19])=[C:7]([Cl:13])[CH:6]=1. (3) The product is: [Cl:23][C:21]1[CH:20]=[CH:19][C:18]([O:24][CH2:25][CH:26]2[CH2:30][CH2:29][O:28][CH2:27]2)=[C:17]([C:12]2[N:11]([C:7]3[CH:6]=[C:5]([CH:10]=[CH:9][CH:8]=3)[C:4]([OH:31])=[O:3])[C:15]([CH3:16])=[CH:14][CH:13]=2)[CH:22]=1. Given the reactants C([O:3][C:4](=[O:31])[C:5]1[CH:10]=[CH:9][CH:8]=[C:7]([N:11]2[C:15]([CH3:16])=[CH:14][CH:13]=[C:12]2[C:17]2[CH:22]=[C:21]([Cl:23])[CH:20]=[CH:19][C:18]=2[O:24][CH2:25][CH:26]2[CH2:30][CH2:29][O:28][CH2:27]2)[CH:6]=1)C, predict the reaction product. (4) Given the reactants [Cl-].O[NH3+:3].[C:4](=[O:7])([O-])[OH:5].[Na+].CS(C)=O.[CH2:13]([C:15]1[S:52][C:18]2[N:19]([CH2:36][C:37]3[CH:42]=[CH:41][C:40]([C:43]4[C:44]([C:49]#[N:50])=[CH:45][CH:46]=[CH:47][CH:48]=4)=[C:39]([F:51])[CH:38]=3)[C:20](=[O:35])[N:21]([CH2:24][C:25]([C:27]3[CH:32]=[CH:31][C:30]([O:33][CH3:34])=[CH:29][CH:28]=3)=[O:26])[C:22](=[O:23])[C:17]=2[CH:16]=1)[CH3:14], predict the reaction product. The product is: [CH2:13]([C:15]1[S:52][C:18]2[N:19]([CH2:36][C:37]3[CH:42]=[CH:41][C:40]([C:43]4[CH:48]=[CH:47][CH:46]=[CH:45][C:44]=4[C:49]4[NH:3][C:4](=[O:7])[O:5][N:50]=4)=[C:39]([F:51])[CH:38]=3)[C:20](=[O:35])[N:21]([CH2:24][C:25]([C:27]3[CH:28]=[CH:29][C:30]([O:33][CH3:34])=[CH:31][CH:32]=3)=[O:26])[C:22](=[O:23])[C:17]=2[CH:16]=1)[CH3:14]. (5) Given the reactants [CH3:1][O:2][C:3](=[O:16])[C:4]1[CH:9]=[C:8](Cl)[N:7]=[C:6]([NH:11][CH:12]([CH2:14][CH3:15])[CH3:13])[CH:5]=1.C(P(C(C)(C)C)C1C=CC=CC=1C1C=CC=CC=1)(C)(C)C.[Na+].[CH3:39][S:40]([NH-:43])(=[O:42])=[O:41].[H-].[Na+].CS(N)(=O)=O, predict the reaction product. The product is: [CH3:1][O:2][C:3](=[O:16])[C:4]1[CH:9]=[C:8]([NH:43][S:40]([CH3:39])(=[O:42])=[O:41])[N:7]=[C:6]([NH:11][C@H:12]([CH2:14][CH3:15])[CH3:13])[CH:5]=1.